From a dataset of Full USPTO retrosynthesis dataset with 1.9M reactions from patents (1976-2016). Predict the reactants needed to synthesize the given product. (1) Given the product [NH2:1][C:2]1[N:7]=[C:6]([N:8]2[C:16]3[C:11](=[CH:12][CH:13]=[C:14]([C:17]#[C:18][C:19]([OH:26])([CH3:25])[C:20]([OH:22])=[O:21])[CH:15]=3)[C:10]([CH3:27])=[N:9]2)[CH:5]=[CH:4][N:3]=1, predict the reactants needed to synthesize it. The reactants are: [NH2:1][C:2]1[N:7]=[C:6]([N:8]2[C:16]3[C:11](=[CH:12][CH:13]=[C:14]([C:17]#[C:18][C:19]([OH:26])([CH3:25])[C:20]([O:22]CC)=[O:21])[CH:15]=3)[C:10]([CH3:27])=[N:9]2)[CH:5]=[CH:4][N:3]=1.[OH-].[Na+]. (2) Given the product [CH2:1]([O:8][C:9](=[O:17])[NH:10][C:11]1([C:14]#[N:15])[CH2:13][CH2:12]1)[C:2]1[CH:3]=[CH:4][CH:5]=[CH:6][CH:7]=1, predict the reactants needed to synthesize it. The reactants are: [CH2:1]([O:8][C:9](=[O:17])[NH:10][C:11]1([C:14](=O)[NH2:15])[CH2:13][CH2:12]1)[C:2]1[CH:7]=[CH:6][CH:5]=[CH:4][CH:3]=1.N1C(Cl)=NC(Cl)=NC=1Cl. (3) Given the product [CH3:1][C:2]([CH3:28])([CH3:27])[C@H:3]([NH:8][C:9]([C:11]1[N:12]=[C:13]([C:21]2[CH:22]=[CH:23][CH:24]=[CH:25][CH:26]=2)[N:14]2[CH2:20][CH2:19][CH2:18][N:17]([CH3:31])[CH2:16][C:15]=12)=[O:10])[C:4]([NH:6][CH3:7])=[O:5], predict the reactants needed to synthesize it. The reactants are: [CH3:1][C:2]([CH3:28])([CH3:27])[C@H:3]([NH:8][C:9]([C:11]1[N:12]=[C:13]([C:21]2[CH:26]=[CH:25][CH:24]=[CH:23][CH:22]=2)[N:14]2[CH2:20][CH2:19][CH2:18][NH:17][CH2:16][C:15]=12)=[O:10])[C:4]([NH:6][CH3:7])=[O:5].C=O.[C:31](O)(=O)C.[Na]. (4) Given the product [F:54][C:55]([F:60])([F:59])[C:56]([OH:58])=[O:57].[NH2:1][C:2]([CH3:53])([CH3:52])[CH2:3][CH2:4][CH2:5][O:6][C:7]1[CH:8]=[C:9]2[C:13](=[CH:14][CH:15]=1)[N:12]([CH3:16])[N:11]=[C:10]2[C:17]1[N:22]=[C:21]2[C:23]([C:45]([NH:47][C:48]([CH3:51])([CH3:50])[CH3:49])=[O:46])=[CH:24][NH:25][C:20]2=[N:19][CH:18]=1, predict the reactants needed to synthesize it. The reactants are: [NH2:1][C:2]([CH3:53])([CH3:52])[CH2:3][CH2:4][CH2:5][O:6][C:7]1[CH:8]=[C:9]2[C:13](=[CH:14][CH:15]=1)[N:12]([CH3:16])[N:11]=[C:10]2[C:17]1[N:22]=[C:21]2[C:23]([C:45]([NH:47][C:48]([CH3:51])([CH3:50])[CH3:49])=[O:46])=[CH:24][N:25](C(C3C=CC=CC=3)(C3C=CC=CC=3)C3C=CC=CC=3)[C:20]2=[N:19][CH:18]=1.[F:54][C:55]([F:60])([F:59])[C:56]([OH:58])=[O:57].